From a dataset of Reaction yield outcomes from USPTO patents with 853,638 reactions. Predict the reaction yield, written as a fraction of the theoretical maximum amount of product (1.0 means a 100% yield; for example, 0.34 means a 34% yield). (1) The reactants are [C:1]1([C:7]2[O:11][C:10]([C:12]([O:14]CC)=O)=[N:9][N:8]=2)[CH:6]=[CH:5][CH:4]=[CH:3][CH:2]=1.[C-]#N.[Na+].Cl.[OH:21][CH:22]1[CH2:25][NH:24][CH2:23]1.C(N(CC)CC)C. The catalyst is CO.ClCCl.O. The product is [OH:21][CH:22]1[CH2:25][N:24]([C:12]([C:10]2[O:11][C:7]([C:1]3[CH:2]=[CH:3][CH:4]=[CH:5][CH:6]=3)=[N:8][N:9]=2)=[O:14])[CH2:23]1. The yield is 0.900. (2) The reactants are Cl[S:2]([C:5]1[CH:6]=[CH:7][C:8]([O:14][CH3:15])=[C:9]([CH:13]=1)[C:10]([OH:12])=[O:11])(=[O:4])=[O:3].[CH3:16][N:17]1[CH2:22][CH2:21][NH:20][CH2:19][CH2:18]1.C(N(CC)CC)C. The catalyst is CC(C)=O. The product is [CH3:15][O:14][C:8]1[CH:7]=[CH:6][C:5]([S:2]([N:20]2[CH2:21][CH2:22][N:17]([CH3:16])[CH2:18][CH2:19]2)(=[O:4])=[O:3])=[CH:13][C:9]=1[C:10]([OH:12])=[O:11]. The yield is 0.240. (3) The reactants are Br[C:2]1[S:3][C:4]([N+:7]([O-:9])=[O:8])=[CH:5][CH:6]=1.[C:10]([N:17]([C:37]([O:39][C:40]([CH3:43])([CH3:42])[CH3:41])=[O:38])[C:18]1[C:27]2[C:22](=[CH:23][CH:24]=[C:25](B3OC(C)(C)C(C)(C)O3)[CH:26]=2)[N:21]=[CH:20][N:19]=1)([O:12][C:13]([CH3:16])([CH3:15])[CH3:14])=[O:11].C([O-])([O-])=O.[K+].[K+]. The catalyst is O1CCOCC1. The product is [N+:7]([C:4]1[S:3][C:2]([C:25]2[CH:26]=[C:27]3[C:22](=[CH:23][CH:24]=2)[N:21]=[CH:20][N:19]=[C:18]3[N:17]([C:10]([O:12][C:13]([CH3:16])([CH3:15])[CH3:14])=[O:11])[C:37]([O:39][C:40]([CH3:41])([CH3:42])[CH3:43])=[O:38])=[CH:6][CH:5]=1)([O-:9])=[O:8]. The yield is 0.570. (4) The reactants are [Br:1][C:2]1[CH:7]=[CH:6][C:5]2[C:8]3([CH2:31][O:32][C:4]=2[CH:3]=1)[C:16]1[C:11](=[CH:12][CH:13]=[CH:14][CH:15]=1)[N:10](C(C1C=CC=CC=1)C1C=CC=CC=1)[C:9]3=[O:30].C([SiH](CC)CC)C.FC(F)(F)C(O)=O. No catalyst specified. The product is [Br:1][C:2]1[CH:7]=[CH:6][C:5]2[C:8]3([CH2:31][O:32][C:4]=2[CH:3]=1)[C:16]1[C:11](=[CH:12][CH:13]=[CH:14][CH:15]=1)[NH:10][C:9]3=[O:30]. The yield is 0.890. (5) The reactants are C([O:3][C:4]([C:6]1[N:7]([CH2:13][O:14][CH2:15][CH2:16][Si:17]([CH3:20])([CH3:19])[CH3:18])[CH:8]=[C:9]([C:11]#[N:12])[N:10]=1)=[O:5])C.[OH-].[K+:22]. The catalyst is C(O)C. The product is [K+:22].[C:11]([C:9]1[N:10]=[C:6]([C:4]([O-:5])=[O:3])[N:7]([CH2:13][O:14][CH2:15][CH2:16][Si:17]([CH3:18])([CH3:19])[CH3:20])[CH:8]=1)#[N:12]. The yield is 1.00. (6) The reactants are [O:1]1[CH2:6][CH2:5][CH2:4][CH2:3][CH:2]1[N:7]1[CH:11]=[CH:10][N:9]=[CH:8]1.[Li]CCCC.[CH3:17][C:18]1([CH3:21])[CH2:20][O:19]1.CO. The catalyst is C1COCC1. The product is [CH3:17][C:18]([OH:19])([CH3:21])[CH2:20][C:8]1[N:7]([CH:2]2[CH2:3][CH2:4][CH2:5][CH2:6][O:1]2)[CH:11]=[CH:10][N:9]=1. The yield is 0.750. (7) The reactants are [Cl:1][C:2]1[CH:6]=[N:5][N:4]([CH3:7])[C:3]=1[C:8]1[CH:9]=[C:10]([NH2:16])[CH:11]=[CH:12][C:13]=1[O:14][CH3:15].[F:17][C:18]([F:30])([F:29])[O:19][C:20]1[CH:25]=[CH:24][CH:23]=[CH:22][C:21]=1[N:26]=[C:27]=[O:28]. No catalyst specified. The product is [Cl:1][C:2]1[CH:6]=[N:5][N:4]([CH3:7])[C:3]=1[C:8]1[CH:9]=[C:10]([NH:16][C:27]([NH:26][C:21]2[CH:22]=[CH:23][CH:24]=[CH:25][C:20]=2[O:19][C:18]([F:17])([F:29])[F:30])=[O:28])[CH:11]=[CH:12][C:13]=1[O:14][CH3:15]. The yield is 0.0300. (8) The reactants are [Br:1]N1C(=O)CCC1=O.[Cl:9][C:10]1[CH:11]=[C:12]([NH:16][C:17]2[S:18][CH:19]=[CH:20][N:21]=2)[CH:13]=[CH:14][CH:15]=1. The catalyst is ClCCl.O. The product is [Br:1][C:19]1[S:18][C:17]([NH:16][C:12]2[CH:13]=[CH:14][CH:15]=[C:10]([Cl:9])[CH:11]=2)=[N:21][CH:20]=1. The yield is 0.180.